Dataset: Forward reaction prediction with 1.9M reactions from USPTO patents (1976-2016). Task: Predict the product of the given reaction. (1) Given the reactants CC(OC([NH:8][CH2:9][CH2:10][CH2:11][CH2:12][C@@H:13]([C:15]([O:17]C(C)(C)C)=[O:16])[NH2:14])=O)(C)C.Cl.[CH2:23]([C@@:27]1([CH2:50][CH3:51])[NH:33][C@H:32]([C:34]2[CH:39]=[CH:38][CH:37]=[CH:36][CH:35]=2)[C:31]2[CH:40]=[C:41]([O:46][CH3:47])[C:42]([CH:44]=O)=[CH:43][C:30]=2[S:29](=[O:49])(=[O:48])[CH2:28]1)[CH2:24][CH2:25][CH3:26].O1CCOCC1, predict the reaction product. The product is: [CH2:23]([C@@:27]1([CH2:50][CH3:51])[NH:33][C@H:32]([C:34]2[CH:39]=[CH:38][CH:37]=[CH:36][CH:35]=2)[C:31]2[CH:40]=[C:41]([O:46][CH3:47])[C:42]([CH2:44][NH:14][C@H:13]([C:15]([OH:17])=[O:16])[CH2:12][CH2:11][CH2:10][CH2:9][NH2:8])=[CH:43][C:30]=2[S:29](=[O:48])(=[O:49])[CH2:28]1)[CH2:24][CH2:25][CH3:26]. (2) Given the reactants [N+:1]([C:4]1[CH:9]=[CH:8][C:7]([C:10]([NH:12][NH:13][C:14](=O)[CH2:15][CH2:16][C:17]([O:19][C:20]([CH3:23])([CH3:22])[CH3:21])=[O:18])=[NH:11])=[CH:6][CH:5]=1)([O-:3])=[O:2], predict the reaction product. The product is: [N+:1]([C:4]1[CH:9]=[CH:8][C:7]([C:10]2[NH:11][C:14]([CH2:15][CH2:16][C:17]([O:19][C:20]([CH3:23])([CH3:22])[CH3:21])=[O:18])=[N:13][N:12]=2)=[CH:6][CH:5]=1)([O-:3])=[O:2]. (3) The product is: [Br:21][C:10]1[N:9]=[C:8]([C@@H:11]2[CH2:16][N:15]3[C:17](=[O:20])[O:18][CH2:19][C@H:14]3[CH2:13][CH2:12]2)[N:4]2[CH:5]=[CH:6][N:7]=[C:2]([Cl:1])[C:3]=12. Given the reactants [Cl:1][C:2]1[C:3]2[N:4]([C:8]([C@@H:11]3[CH2:16][N:15]4[C:17](=[O:20])[O:18][CH2:19][C@H:14]4[CH2:13][CH2:12]3)=[N:9][CH:10]=2)[CH:5]=[CH:6][N:7]=1.[Br:21]N1C(=O)CCC1=O, predict the reaction product.